Dataset: Forward reaction prediction with 1.9M reactions from USPTO patents (1976-2016). Task: Predict the product of the given reaction. (1) Given the reactants [N+:1]([C:4]1[CH:5]=[C:6]2[C:10](=[CH:11][CH:12]=1)[N:9]([CH2:13][C:14]1[CH:22]=[CH:21][C:17]([C:18](O)=[O:19])=[CH:16][CH:15]=1)[CH:8]=[CH:7]2)([O-:3])=[O:2].Cl.CN(C)CCCN=C=NCC.O.ON1C2C=CC=CC=2N=N1.Cl.[CH2:47]([O:49][C:50](=[O:60])[C@H:51]([CH2:53][C:54]1[CH:59]=[CH:58][CH:57]=[CH:56][CH:55]=1)[NH2:52])[CH3:48].CN1CCOCC1, predict the reaction product. The product is: [N+:1]([C:4]1[CH:5]=[C:6]2[C:10](=[CH:11][CH:12]=1)[N:9]([CH2:13][C:14]1[CH:22]=[CH:21][C:17]([C:18]([NH:52][C@H:51]([C:50]([O:49][CH2:47][CH3:48])=[O:60])[CH2:53][C:54]3[CH:59]=[CH:58][CH:57]=[CH:56][CH:55]=3)=[O:19])=[CH:16][CH:15]=1)[CH:8]=[CH:7]2)([O-:3])=[O:2]. (2) Given the reactants Cl[C:2]1[N:7]=[C:6]([O:8][CH3:9])[CH:5]=[CH:4][N:3]=1.[CH3:10][C:11]1[CH:16]=[CH:15][C:14]([N+:17]([O-:19])=[O:18])=[CH:13][C:12]=1[NH2:20].O(C(C)(C)C)[Na], predict the reaction product. The product is: [CH3:9][O:8][C:6]1[CH:5]=[CH:4][N:3]=[C:2]([NH:20][C:12]2[CH:13]=[C:14]([N+:17]([O-:19])=[O:18])[CH:15]=[CH:16][C:11]=2[CH3:10])[N:7]=1. (3) Given the reactants [C:1]1([CH:8]=[CH:7][CH:6]=[C:4]([OH:5])[CH:3]=1)[OH:2].Br[C:10]1[CH:15]=[CH:14][C:13]([Cl:16])=[CH:12][CH:11]=1.Cl.CN(C)CC(O)=O.C(=O)([O-])[O-].[Cs+].[Cs+], predict the reaction product. The product is: [Cl:16][C:13]1[CH:14]=[CH:15][C:10]([O:2][C:1]2[CH:3]=[C:4]([OH:5])[CH:6]=[CH:7][CH:8]=2)=[CH:11][CH:12]=1. (4) The product is: [CH3:1][C@H:2]1[CH2:6][C:5]2[CH:7]=[C:8]([CH3:12])[CH:9]=[C:10]([NH2:11])[C:4]=2[O:3]1. Given the reactants [CH3:1][C@@H:2]1[CH2:6][C:5]2[CH:7]=[C:8]([CH3:12])[CH:9]=[C:10]([NH2:11])[C:4]=2[O:3]1.C[C@H]1CC2C=C(C)C=C([N+]([O-])=O)C=2O1, predict the reaction product. (5) Given the reactants [Cl:1][C:2]1[CH:7]=[CH:6][CH:5]=[CH:4][C:3]=1[CH:8]([CH:19]1[CH2:23][CH2:22][CH2:21][CH2:20]1)[CH2:9][C:10]([C:12]1[CH:13]=[CH:14][C:15](=[O:18])[NH:16][CH:17]=1)=[O:11].IC.[C:26](=O)([O-])[O-].[K+].[K+], predict the reaction product. The product is: [Cl:1][C:2]1[CH:7]=[CH:6][CH:5]=[CH:4][C:3]=1[CH:8]([CH:19]1[CH2:23][CH2:22][CH2:21][CH2:20]1)[CH2:9][C:10]([C:12]1[CH:13]=[CH:14][C:15](=[O:18])[N:16]([CH3:26])[CH:17]=1)=[O:11]. (6) Given the reactants [O:1]1CCO[CH:2]1[C:6]1[C:11]([O:12][CH2:13][C:14]2[C:15]([C:20]3[N:21]([CH:25]([CH3:27])[CH3:26])[N:22]=[CH:23][N:24]=3)=[N:16][CH:17]=[CH:18][CH:19]=2)=[CH:10][N:9]=[C:8]([O:28][CH3:29])[CH:7]=1.Cl, predict the reaction product. The product is: [CH:25]([N:21]1[C:20]([C:15]2[C:14]([CH2:13][O:12][C:11]3[C:6]([CH:2]=[O:1])=[CH:7][C:8]([O:28][CH3:29])=[N:9][CH:10]=3)=[CH:19][CH:18]=[CH:17][N:16]=2)=[N:24][CH:23]=[N:22]1)([CH3:27])[CH3:26]. (7) Given the reactants [C:1]([N:8]1[CH2:11][CH:10]([C:12](O)=[O:13])[CH2:9]1)([O:3][C:4]([CH3:7])([CH3:6])[CH3:5])=[O:2].CN1CCOCC1.ClC(OCC)=O.[BH4-].[Na+], predict the reaction product. The product is: [OH:13][CH2:12][CH:10]1[CH2:11][N:8]([C:1]([O:3][C:4]([CH3:7])([CH3:6])[CH3:5])=[O:2])[CH2:9]1. (8) The product is: [Cl:12][C:9]1[CH:10]=[N:11][C:2]([CH2:18][C:17]2[CH:20]=[CH:21][CH:22]=[C:15]([Cl:14])[CH:16]=2)=[C:3]([CH:8]=1)[C:4]([O:6][CH3:7])=[O:5]. Given the reactants Cl[C:2]1[N:11]=[CH:10][C:9]([Cl:12])=[CH:8][C:3]=1[C:4]([O:6][CH3:7])=[O:5].[Cl-].[Cl:14][C:15]1[CH:16]=[C:17]([CH:20]=[CH:21][CH:22]=1)[CH2:18][Zn+], predict the reaction product.